Dataset: Forward reaction prediction with 1.9M reactions from USPTO patents (1976-2016). Task: Predict the product of the given reaction. (1) The product is: [Cl:15][C:14]1([Cl:17])[CH2:4][CH2:5][CH2:6][NH:1][C:2]1=[O:7]. Given the reactants [NH:1]1[CH2:6][CH2:5][CH2:4]C[C:2]1=[O:7].P(Cl)(Cl)(Cl)(Cl)Cl.[CH:14]([Cl:17])(Cl)[Cl:15], predict the reaction product. (2) Given the reactants [NH:1]1[CH2:6][CH2:5][C:4](=[O:7])[CH2:3][CH2:2]1.Cl[CH2:9][CH2:10][N:11]1[CH2:15][CH2:14][CH2:13][CH2:12]1, predict the reaction product. The product is: [N:11]1([CH2:10][CH2:9][N:1]2[CH2:6][CH2:5][C:4](=[O:7])[CH2:3][CH2:2]2)[CH2:15][CH2:14][CH2:13][CH2:12]1. (3) Given the reactants [O:1]=[C:2]1[CH2:7][CH2:6][CH:5]([NH:8][C:9](=[O:15])[O:10][C:11]([CH3:14])([CH3:13])[CH3:12])[CH2:4][CH2:3]1.[CH2:16]1[CH2:20]OC[CH2:17]1.C([Li])(C)C, predict the reaction product. The product is: [CH:16]([C:2]1([OH:1])[CH2:3][CH2:4][CH:5]([NH:8][C:9](=[O:15])[O:10][C:11]([CH3:12])([CH3:14])[CH3:13])[CH2:6][CH2:7]1)([CH3:20])[CH3:17]. (4) Given the reactants [O:1]1[CH2:6][CH2:5][O:4][CH2:3][CH:2]1[C:7]1[C:15]2[S:14][C:13]([NH2:16])=[N:12][C:11]=2[C:10]([O:17][CH3:18])=[CH:9][CH:8]=1.N1C=CC=CC=1.Cl[C:26]([O:28][C:29]1[CH:34]=[CH:33][CH:32]=[CH:31][CH:30]=1)=[O:27].C(=O)(O)[O-].[Na+], predict the reaction product. The product is: [C:29]1([O:28][C:26](=[O:27])[NH:16][C:13]2[S:14][C:15]3[C:7]([CH:2]4[CH2:3][O:4][CH2:5][CH2:6][O:1]4)=[CH:8][CH:9]=[C:10]([O:17][CH3:18])[C:11]=3[N:12]=2)[CH:34]=[CH:33][CH:32]=[CH:31][CH:30]=1. (5) The product is: [F:1][C:2]([F:12])([F:11])[S:3][C:4]1[CH:9]=[CH:8][C:7]([C:15]#[C:14][C:13]2[CH:17]=[CH:9][C:4]([S:3][C:2]([F:12])([F:11])[F:1])=[CH:5][CH:6]=2)=[CH:6][CH:5]=1. Given the reactants [F:1][C:2]([F:12])([F:11])[S:3][C:4]1[CH:9]=[CH:8][C:7](Br)=[CH:6][CH:5]=1.[CH2:13]1[CH2:17]O[CH2:15][CH2:14]1, predict the reaction product. (6) Given the reactants C(NC1C(C)=CC(OC)=CC=1C(N)=O)(=O)C1C=CC=CC=1.NC1C(C)=CC(OC)=CC=1C(N)=O.[Cl:35][C:36]1[CH:37]=[C:38]([NH:43][C:44]2[C:53]3[C:48](=[CH:49][CH:50]=[C:51]([CH2:54][CH2:55][CH2:56][C:57]([OH:59])=O)[CH:52]=3)[N:47]=[C:46]([C:60]3[CH:61]=[N:62][CH:63]=[CH:64][CH:65]=3)[N:45]=2)[CH:39]=[CH:40][C:41]=1[F:42].[NH:66]1[CH2:71][CH2:70][O:69][CH2:68][CH2:67]1, predict the reaction product. The product is: [Cl:35][C:36]1[CH:37]=[C:38]([NH:43][C:44]2[C:53]3[C:48](=[CH:49][CH:50]=[C:51]([CH2:54][CH2:55][CH2:56][C:57]([N:66]4[CH2:71][CH2:70][O:69][CH2:68][CH2:67]4)=[O:59])[CH:52]=3)[N:47]=[C:46]([C:60]3[CH:61]=[N:62][CH:63]=[CH:64][CH:65]=3)[N:45]=2)[CH:39]=[CH:40][C:41]=1[F:42]. (7) The product is: [CH3:1][N:2]([C:11](=[O:16])[C:12]([CH3:14])([CH3:13])[CH3:15])[C:3]1[CH:4]=[CH:5][C:6]([CH2:7][NH2:8])=[CH:9][CH:10]=1. Given the reactants [CH3:1][N:2]([C:11](=[O:16])[C:12]([CH3:15])([CH3:14])[CH3:13])[C:3]1[CH:10]=[CH:9][C:6]([C:7]#[N:8])=[CH:5][CH:4]=1, predict the reaction product.